Dataset: NCI-60 drug combinations with 297,098 pairs across 59 cell lines. Task: Regression. Given two drug SMILES strings and cell line genomic features, predict the synergy score measuring deviation from expected non-interaction effect. (1) Drug 1: CC1C(C(CC(O1)OC2CC(CC3=C2C(=C4C(=C3O)C(=O)C5=C(C4=O)C(=CC=C5)OC)O)(C(=O)C)O)N)O.Cl. Drug 2: CC(C)NC(=O)C1=CC=C(C=C1)CNNC.Cl. Cell line: UACC62. Synergy scores: CSS=16.6, Synergy_ZIP=-1.07, Synergy_Bliss=4.74, Synergy_Loewe=-14.5, Synergy_HSA=3.66. (2) Drug 1: CC1=C2C(C(=O)C3(C(CC4C(C3C(C(C2(C)C)(CC1OC(=O)C(C(C5=CC=CC=C5)NC(=O)OC(C)(C)C)O)O)OC(=O)C6=CC=CC=C6)(CO4)OC(=O)C)O)C)O. Drug 2: CCC1=C2CN3C(=CC4=C(C3=O)COC(=O)C4(CC)O)C2=NC5=C1C=C(C=C5)O. Cell line: MDA-MB-435. Synergy scores: CSS=20.6, Synergy_ZIP=-3.08, Synergy_Bliss=-2.25, Synergy_Loewe=0.0907, Synergy_HSA=1.82.